From a dataset of Full USPTO retrosynthesis dataset with 1.9M reactions from patents (1976-2016). Predict the reactants needed to synthesize the given product. (1) Given the product [F:1][C:2]([F:29])([F:28])[C:3]1[CH:4]=[C:5]([CH:25]=[CH:26][CH:27]=1)[CH2:6][O:7][N:8]=[C:9]1[CH2:14][CH2:13][N:12]([S:15]([C:18]2[CH:19]=[N:20][C:21]([O:31][CH3:30])=[CH:22][CH:23]=2)(=[O:17])=[O:16])[CH2:11][CH2:10]1, predict the reactants needed to synthesize it. The reactants are: [F:1][C:2]([F:29])([F:28])[C:3]1[CH:4]=[C:5]([CH:25]=[CH:26][CH:27]=1)[CH2:6][O:7][N:8]=[C:9]1[CH2:14][CH2:13][N:12]([S:15]([C:18]2[CH:19]=[N:20][C:21](Cl)=[CH:22][CH:23]=2)(=[O:17])=[O:16])[CH2:11][CH2:10]1.[CH3:30][O-:31].[Na+]. (2) Given the product [Cl:17][C:18]1[C:19]([C:29]([F:31])([F:30])[F:32])=[N:20][N:21]([CH:24]([CH3:28])[C:25]([NH:16][C:11]2[CH:10]=[N:9][N:8]([C:5]3[CH:4]=[CH:3][C:2]([F:1])=[CH:7][CH:6]=3)[C:12]=2[CH:13]([CH3:14])[CH3:15])=[O:26])[C:22]=1[CH3:23], predict the reactants needed to synthesize it. The reactants are: [F:1][C:2]1[CH:7]=[CH:6][C:5]([N:8]2[C:12]([CH:13]([CH3:15])[CH3:14])=[C:11]([NH2:16])[CH:10]=[N:9]2)=[CH:4][CH:3]=1.[Cl:17][C:18]1[C:19]([C:29]([F:32])([F:31])[F:30])=[N:20][N:21]([CH:24]([CH3:28])[C:25](O)=[O:26])[C:22]=1[CH3:23].C(N(C(C)C)CC)(C)C.CN(C(ON1N=NC2C=CC=NC1=2)=[N+](C)C)C.F[P-](F)(F)(F)(F)F. (3) The reactants are: [CH2:1]([O:3][C:4]([C:6]1([C:9]2[CH:14]=[CH:13][C:12]([C:15]3[CH:20]=[CH:19][C:18]([C:21]4[O:25][N:24]=[C:23]([CH3:26])[C:22]=4[NH2:27])=[CH:17][CH:16]=3)=[CH:11][CH:10]=2)[CH2:8][CH2:7]1)=[O:5])[CH3:2].[Br:28][C:29]1[CH:34]=[CH:33][CH:32]=[C:31](C2C=CC=CC=2)[N:30]=1.BrC1C=CC=C(Br)N=1. Given the product [CH2:1]([O:3][C:4]([C:6]1([C:9]2[CH:10]=[CH:11][C:12]([C:15]3[CH:20]=[CH:19][C:18]([C:21]4[O:25][N:24]=[C:23]([CH3:26])[C:22]=4[NH:27][C:31]4[CH:32]=[CH:33][CH:34]=[C:29]([Br:28])[N:30]=4)=[CH:17][CH:16]=3)=[CH:13][CH:14]=2)[CH2:8][CH2:7]1)=[O:5])[CH3:2], predict the reactants needed to synthesize it. (4) The reactants are: [OH:1][CH:2]([CH3:15])[CH2:3][C:4]([CH:6]1[C:11]([CH3:13])([CH3:12])[CH2:10][CH:9]=[CH:8][CH:7]1[CH3:14])=[O:5].N1C=CC=CC=1.Cl[C:23]([O:25][CH2:26][CH3:27])=[O:24].Cl. Given the product [C:23](=[O:24])([O:1][CH:2]([CH3:15])[CH2:3][C:4](=[O:5])[CH:6]1[C:11]([CH3:13])([CH3:12])[CH2:10][CH:9]=[CH:8][CH:7]1[CH3:14])[O:25][CH2:26][CH3:27], predict the reactants needed to synthesize it. (5) The reactants are: C(O[C:6](=[O:30])[NH:7][C@@H:8]1[C:14](=[O:15])[N:13]([CH2:16][CH2:17][N:18]2[CH2:23][CH2:22][O:21][CH2:20][CH2:19]2)[C:12]2[CH:24]=[C:25]([F:28])[CH:26]=[CH:27][C:11]=2[O:10][C@@H:9]1[CH3:29])(C)(C)C.N[C@@H]1C(=O)N(CCN2CCOCC2)C2C=C(F)C=CC=2O[C@@H]1C.[CH3:54][C:55](C)([C:59]([NH:61][CH2:62][C:63]([F:69])([F:68])[C:64]([F:67])([F:66])[F:65])=[O:60])[C:56](O)=O. Given the product [F:28][C:25]1[CH:26]=[CH:27][C:11]2[O:10][C@H:9]([CH3:29])[C@H:8]([NH:7][C:6](=[O:30])[C:55]([CH3:56])([CH3:54])[C:59]([NH:61][CH2:62][C:63]([F:68])([F:69])[C:64]([F:67])([F:65])[F:66])=[O:60])[C:14](=[O:15])[N:13]([CH2:16][CH2:17][N:18]3[CH2:23][CH2:22][O:21][CH2:20][CH2:19]3)[C:12]=2[CH:24]=1, predict the reactants needed to synthesize it.